From a dataset of Forward reaction prediction with 1.9M reactions from USPTO patents (1976-2016). Predict the product of the given reaction. (1) Given the reactants [H-].[Na+].[O:3]1[C:11]2[C:6]([NH:7][CH:8]=[CH:9][CH:10]=2)=[CH:5][C:4]1=[O:12].[Cl:13][C:14]1[CH:19]=[CH:18][C:17]([CH2:20]I)=[CH:16][N:15]=1.ClC1C=CC(CCl)=CN=1, predict the reaction product. The product is: [Cl:13][C:14]1[N:15]=[CH:16][C:17]([CH2:20][N:7]2[CH:8]=[CH:9][CH:10]=[C:11]3[O:3][C:4](=[O:12])[CH:5]=[C:6]23)=[CH:18][CH:19]=1. (2) Given the reactants [CH2:1]([C:4]1[S:28][C:7]2[N:8]=[C:9]([C:25]([OH:27])=O)[N:10]=[C:11]([N:12]3[CH2:17][CH2:16][N:15]4[C:18]([C:21]([F:24])([F:23])[F:22])=[N:19][N:20]=[C:14]4[CH2:13]3)[C:6]=2[CH:5]=1)[CH2:2][CH3:3].[C:29]([O:33][C:34]([CH3:37])([CH3:36])[CH3:35])(=[O:32])[NH:30][NH2:31].C(Cl)CCl.C1C=CC2N(O)N=NC=2C=1.C(N(CC)CC)C, predict the reaction product. The product is: [C:34]([O:33][C:29]([NH:30][NH:31][C:25]([C:9]1[N:10]=[C:11]([N:12]2[CH2:17][CH2:16][N:15]3[C:18]([C:21]([F:24])([F:22])[F:23])=[N:19][N:20]=[C:14]3[CH2:13]2)[C:6]2[CH:5]=[C:4]([CH2:1][CH2:2][CH3:3])[S:28][C:7]=2[N:8]=1)=[O:27])=[O:32])([CH3:37])([CH3:36])[CH3:35].